This data is from Forward reaction prediction with 1.9M reactions from USPTO patents (1976-2016). The task is: Predict the product of the given reaction. Given the reactants Br[C:2]1[C:3]([N:22]2[CH2:26][CH2:25][CH:24]([CH:27]3[CH2:29][CH2:28]3)[CH2:23]2)=[C:4]([C@H:10]([O:17][C:18]([CH3:21])([CH3:20])[CH3:19])[C:11]([O:13][CH:14]([CH3:16])[CH3:15])=[O:12])[C:5]([CH3:9])=[N:6][C:7]=1[CH3:8].[F:30][C:31]1[CH:48]=[CH:47][C:34]([CH2:35][CH2:36][O:37][C:38]2[CH:43]=[CH:42][C:41](B(O)O)=[CH:40][CH:39]=2)=[CH:33][CH:32]=1.[O-]P([O-])([O-])=O.[K+].[K+].[K+], predict the reaction product. The product is: [C:18]([O:17][C@@H:10]([C:4]1[C:5]([CH3:9])=[N:6][C:7]([CH3:8])=[C:2]([C:41]2[CH:40]=[CH:39][C:38]([O:37][CH2:36][CH2:35][C:34]3[CH:33]=[CH:32][C:31]([F:30])=[CH:48][CH:47]=3)=[CH:43][CH:42]=2)[C:3]=1[N:22]1[CH2:26][CH2:25][CH:24]([CH:27]2[CH2:29][CH2:28]2)[CH2:23]1)[C:11]([O:13][CH:14]([CH3:16])[CH3:15])=[O:12])([CH3:21])([CH3:20])[CH3:19].